From a dataset of Peptide-MHC class II binding affinity with 134,281 pairs from IEDB. Regression. Given a peptide amino acid sequence and an MHC pseudo amino acid sequence, predict their binding affinity value. This is MHC class II binding data. (1) The peptide sequence is SDSWLKDSAIMVASD. The MHC is DRB1_0401 with pseudo-sequence DRB1_0401. The binding affinity (normalized) is 0.677. (2) The peptide sequence is IVDVMCHATLTHRLMSPH. The MHC is DRB1_0405 with pseudo-sequence DRB1_0405. The binding affinity (normalized) is 0. (3) The peptide sequence is KVITALTERLYVGGPMHNSK. The MHC is DRB5_0101 with pseudo-sequence DRB5_0101. The binding affinity (normalized) is 0.175. (4) The peptide sequence is AVTYYKEADYSQIPI. The MHC is DRB1_1302 with pseudo-sequence DRB1_1302. The binding affinity (normalized) is 0.249.